From a dataset of Forward reaction prediction with 1.9M reactions from USPTO patents (1976-2016). Predict the product of the given reaction. Given the reactants [Cl:1][CH2:2][C:3]([O:5][CH2:6][CH3:7])=[O:4].[CH:8](OCC)=[O:9].[O-]CC.[Na+:16].C(OCC)C, predict the reaction product. The product is: [Cl:1][CH:2]([C:3]([O:5][CH2:6][CH3:7])=[O:4])[CH2:8][O-:9].[Na+:16].